This data is from Peptide-MHC class I binding affinity with 185,985 pairs from IEDB/IMGT. The task is: Regression. Given a peptide amino acid sequence and an MHC pseudo amino acid sequence, predict their binding affinity value. This is MHC class I binding data. (1) The MHC is HLA-A11:01 with pseudo-sequence HLA-A11:01. The binding affinity (normalized) is 0.0847. The peptide sequence is LEKWNLGII. (2) The peptide sequence is TEAMTRYSA. The MHC is H-2-Kk with pseudo-sequence H-2-Kk. The binding affinity (normalized) is 0.473. (3) The peptide sequence is YRFRKSSKK. The MHC is HLA-A26:02 with pseudo-sequence HLA-A26:02. The binding affinity (normalized) is 0.0847. (4) The peptide sequence is KLSNAKWLA. The MHC is HLA-B58:01 with pseudo-sequence HLA-B58:01. The binding affinity (normalized) is 0.0847. (5) The peptide sequence is EIIFLKLFKK. The MHC is Patr-A0101 with pseudo-sequence Patr-A0101. The binding affinity (normalized) is 0.183. (6) The peptide sequence is GLLDRLYDL. The MHC is HLA-A02:01 with pseudo-sequence HLA-A02:01. The binding affinity (normalized) is 1.00. (7) The peptide sequence is AVNKSNKPLK. The MHC is HLA-A31:01 with pseudo-sequence HLA-A31:01. The binding affinity (normalized) is 0.321.